From a dataset of Serine/threonine kinase 33 screen with 319,792 compounds. Binary Classification. Given a drug SMILES string, predict its activity (active/inactive) in a high-throughput screening assay against a specified biological target. (1) The result is 0 (inactive). The compound is S1C2(N(C(C1)C(OCC(=O)Nc1cc(S(=O)(=O)N3CCOCC3)c(cc1)C)=O)C(=O)CC2)C. (2) The drug is S1CCN=C1NC(=O)c1cc(OC)c(OCc2c(onc2C)C)cc1. The result is 0 (inactive). (3) The drug is s1c(C(NC(=O)C(C)C)c2c(O)c3ncccc3c([N+]([O-])=O)c2)ccc1. The result is 0 (inactive). (4) The compound is s1c(NC(=O)CN2CCN(CC2)c2c(F)cccc2)ncc1C. The result is 0 (inactive). (5) The drug is o1c(CCCO)cc2c(c1=O)cc(cc2)C#Cc1cccnc1. The result is 0 (inactive). (6) The molecule is Brc1cc2c(n3c(nnc3CN=C2c2c(Cl)cccc2)CNS(=O)(=O)CC)cc1. The result is 0 (inactive). (7) The drug is S=C1NC(C(=C(N1)C)C(=O)Nc1ncccc1)c1cc(OC)c(OC)cc1. The result is 0 (inactive).